From a dataset of Experimentally validated miRNA-target interactions with 360,000+ pairs, plus equal number of negative samples. Binary Classification. Given a miRNA mature sequence and a target amino acid sequence, predict their likelihood of interaction. (1) The miRNA is hsa-miR-4297 with sequence UGCCUUCCUGUCUGUG. The protein sequence of the target gene is MAAAGGGGGGAAAAGRAYSFKVVLLGEGCVGKTSLVLRYCENKFNDKHITTLQASFLTKKLNIGGKRVNLAIWDTAGQERFHALGPIYYRDSNGAILVYDITDEDSFQKVKNWVKELRKMLGNEICLCIVGNKIDLEKERHVSIQEAESYAESVGAKHYHTSAKQNKGIEELFLDLCKRMIETAQVDERAKGNGSSQPGTARRGVQIIDDEPQAQTSGGGCCSSG. Result: 0 (no interaction). (2) The miRNA is mmu-miR-499-5p with sequence UUAAGACUUGCAGUGAUGUUU. The protein sequence of the target gene is MALRARALYDFRSENPGEISLREHEVLSLCSEQDIEGWLEGVNSRGDRGLFPASYVQVIRAPEPGPAGDGGPGAPARYANVPPGGFEPLPVAPPASFKPPPDAFQALLQPQQAPPPSTFQPPGAGFPYGGGALQPSPQQLYGGYQASQGSDDDWDDEWDDSSTVADEPGALGSGAYPDLDGSSSAGVGAAGRYRLSTRSDLSLGSRGGSVPPQHHPSGPKSSATVSRNLNRFSTFVKSGGEAFVLGEASGFVKDGDKLCVVLGPYGPEWQENPYPFQCTIDDPTKQTKFKGMKSYISYKL.... Result: 0 (no interaction). (3) The miRNA is mmu-miR-466l-5p with sequence UUGUGUGUACAUGUACAUGUAU. The protein sequence of the target gene is MEEEASRSAAATNPGSRLTRWPPPDKREGSAVDPGKRRSLAATPSSSLPCTLIALGLRHEKEANELMEDLFETFQDEMGFSNMEDDGPEEEERVAEPQANFNTPQALRFEELLANLLNEQHQIAKELFEQLKMKKPSAKQQKEVEKVKPQCKEVHQTLILDPAQRKRLQQQMQQHVQLLTQIHLLATCNPNLNPEASSTRICLKELGTFAQSSIALHHQYNPKFQTLFQPCNLMGAMQLIEDFSTHVSIDCSPHKTVKKTANEFPCLPKQVAWILATSKVFMYPELLPVCSLKAKNPQDK.... Result: 0 (no interaction).